Regression. Given a peptide amino acid sequence and an MHC pseudo amino acid sequence, predict their binding affinity value. This is MHC class II binding data. From a dataset of Peptide-MHC class II binding affinity with 134,281 pairs from IEDB. (1) The peptide sequence is CVPKVTFTVEKGSNE. The MHC is DRB1_0401 with pseudo-sequence DRB1_0401. The binding affinity (normalized) is 0.371. (2) The peptide sequence is LSYRSLQPETFAVVD. The MHC is DRB1_1001 with pseudo-sequence DRB1_1001. The binding affinity (normalized) is 0.808.